Dataset: Forward reaction prediction with 1.9M reactions from USPTO patents (1976-2016). Task: Predict the product of the given reaction. (1) Given the reactants [N:1]([Si](C)(C)C)=[N+:2]=[N-:3].[Br:8][C:9]1[CH:10]=[C:11]2[C:22]([CH2:24][C:25]([O:27][CH2:28][CH3:29])=[O:26])(O)[C:21]3[C:16](=[CH:17][CH:18]=[C:19]([I:30])[CH:20]=3)[O:15][C:12]2=[N:13][CH:14]=1.C([O+]([B-](F)(F)F)CC)C, predict the reaction product. The product is: [N:1]([C:22]1([CH2:24][C:25]([O:27][CH2:28][CH3:29])=[O:26])[C:11]2[C:12](=[N:13][CH:14]=[C:9]([Br:8])[CH:10]=2)[O:15][C:16]2[C:21]1=[CH:20][C:19]([I:30])=[CH:18][CH:17]=2)=[N+:2]=[N-:3]. (2) Given the reactants [CH2:1]([O:3][C:4](=[O:13])[CH:5]([NH:11][CH3:12])[C:6]([O:8][CH2:9][CH3:10])=[O:7])[CH3:2].[C:14](O[C:14]([O:16][C:17]([CH3:20])([CH3:19])[CH3:18])=[O:15])([O:16][C:17]([CH3:20])([CH3:19])[CH3:18])=[O:15], predict the reaction product. The product is: [CH2:9]([O:8][C:6](=[O:7])[CH:5]([N:11]([C:14]([O:16][C:17]([CH3:20])([CH3:19])[CH3:18])=[O:15])[CH3:12])[C:4]([O:3][CH2:1][CH3:2])=[O:13])[CH3:10].